Task: Predict the reactants needed to synthesize the given product.. Dataset: Full USPTO retrosynthesis dataset with 1.9M reactions from patents (1976-2016) (1) Given the product [OH:6][N:7]1[C:12](=[O:13])[C:11]2[O:14][C:15]3[CH:20]=[CH:19][CH:18]=[CH:17][C:16]=3[C:10]=2[N:9]([CH:10]([C:16]2[CH:17]=[CH:18][CH:19]=[CH:20][CH:15]=2)[CH3:11])[C:8]1=[O:21], predict the reactants needed to synthesize it. The reactants are: COC1C=C(OC)C=CC=1C[O:6][N:7]1[C:12](=[O:13])[C:11]2[O:14][C:15]3[CH:20]=[CH:19][CH:18]=[CH:17][C:16]=3[C:10]=2[NH:9][C:8]1=[O:21]. (2) Given the product [CH2:44]([S:41]([NH:15][C:16]([CH:18]1[CH2:19][CH2:20][N:21]([C:24]2[C:34]([C:35]#[N:36])=[CH:33][C:27]([C:28]([O:30][CH2:31][CH3:32])=[O:29])=[C:26]([O:37][CH2:38][CH2:39][F:40])[N:25]=2)[CH2:22][CH2:23]1)=[O:17])(=[O:43])=[O:42])[C:45]1[CH:46]=[CH:47][CH:48]=[CH:49][CH:50]=1, predict the reactants needed to synthesize it. The reactants are: CC1C=CC(S([O-])=O)=CC=1.[Na+].C([N:15]([S:41]([CH2:44][C:45]1[CH:50]=[CH:49][CH:48]=[CH:47][CH:46]=1)(=[O:43])=[O:42])[C:16]([CH:18]1[CH2:23][CH2:22][N:21]([C:24]2[C:34]([C:35]#[N:36])=[CH:33][C:27]([C:28]([O:30][CH2:31][CH3:32])=[O:29])=[C:26]([O:37][CH2:38][CH2:39][F:40])[N:25]=2)[CH2:20][CH2:19]1)=[O:17])C=C. (3) Given the product [Cl:36][C:37]1[CH:42]=[CH:41][C:40]([CH:43]2[CH2:44][CH2:45][N:46]([CH2:2][C:3]3[CH:12]=[N:11][C:10]4[N:9]5[CH2:13][CH2:14][CH2:15][CH2:16][CH:8]5[C:7](=[O:17])[NH:6][C:5]=4[CH:4]=3)[CH2:47][CH2:48]2)=[CH:39][CH:38]=1, predict the reactants needed to synthesize it. The reactants are: O[CH2:2][C:3]1[CH:12]=[N:11][C:10]2[N:9]3[CH2:13][CH2:14][CH2:15][CH2:16][CH:8]3[C:7](=[O:17])[NH:6][C:5]=2[CH:4]=1.[I-].C(C[P+](C)(C)C)#N.C(N(C(C)C)C(C)C)C.Cl.[Cl:36][C:37]1[CH:42]=[CH:41][C:40]([CH:43]2[CH2:48][CH2:47][NH:46][CH2:45][CH2:44]2)=[CH:39][CH:38]=1. (4) Given the product [ClH:31].[CH3:25][N:19]1[C:20]([CH3:24])=[CH:21][C:22](=[O:23])[N:17]([C:14]2[CH:13]=[CH:12][C:11]([CH2:10][C@@H:9]([C:27]([O:29][CH3:30])=[O:28])[NH2:8])=[CH:16][CH:15]=2)[C:18]1=[O:26], predict the reactants needed to synthesize it. The reactants are: C(OC([NH:8][C@H:9]([C:27]([O:29][CH3:30])=[O:28])[CH2:10][C:11]1[CH:16]=[CH:15][C:14]([N:17]2[C:22](=[O:23])[CH:21]=[C:20]([CH3:24])[N:19]([CH3:25])[C:18]2=[O:26])=[CH:13][CH:12]=1)=O)(C)(C)C.[ClH:31].C(OCC)(=O)C. (5) Given the product [CH3:8][C:5]1[N:4]=[C:3]([C:9]([O:11][CH3:12])=[O:10])[C:2]([N:14]2[N:15]=[CH:16][CH:17]=[N:13]2)=[CH:7][CH:6]=1, predict the reactants needed to synthesize it. The reactants are: I[C:2]1[C:3]([C:9]([O:11][CH3:12])=[O:10])=[N:4][C:5]([CH3:8])=[CH:6][CH:7]=1.[NH:13]1[CH:17]=[CH:16][N:15]=[N:14]1.CN[C@@H]1CCCC[C@H]1NC.C([O-])([O-])=O.[Cs+].[Cs+]. (6) Given the product [O:6]1[C:5]2[C:3](=[O:2])[NH:18][NH:19][C:10](=[O:12])[C:9]=2[CH:8]=[CH:7]1, predict the reactants needed to synthesize it. The reactants are: C[O:2][C:3]([C:5]1[O:6][CH:7]=[CH:8][C:9]=1[C:10]([O:12]C)=O)=O.CCO.O.[NH2:18][NH2:19]. (7) Given the product [F:31][C:22]1[C:21]([CH2:20][N:7]2[C:8]3[C:13](=[CH:12][C:11]([O:15][CH3:16])=[CH:10][CH:9]=3)[CH:14]=[C:6]2[C:3]2[CH:4]=[CH:5][O:1][CH:2]=2)=[CH:30][CH:29]=[CH:28][C:23]=1[C:24]([O:26][CH3:27])=[O:25], predict the reactants needed to synthesize it. The reactants are: [O:1]1[CH:5]=[CH:4][C:3]([C:6]2[NH:7][C:8]3[C:13]([CH:14]=2)=[CH:12][C:11]([O:15][CH3:16])=[CH:10][CH:9]=3)=[CH:2]1.[H-].[Na+].Br[CH2:20][C:21]1[C:22]([F:31])=[C:23]([CH:28]=[CH:29][CH:30]=1)[C:24]([O:26][CH3:27])=[O:25].[Cl-].[NH4+]. (8) Given the product [Cl:1][C:2]1[C:6]([C:7]2[NH:13][N:12]=[C:11]([CH3:14])[N:8]=2)=[C:5]([NH2:10])[S:4][CH:3]=1, predict the reactants needed to synthesize it. The reactants are: [Cl:1][C:2]1[C:6]2[C:7]3[N:8]([C:11]([CH3:14])=[N:12][N:13]=3)C=[N:10][C:5]=2[S:4][CH:3]=1.CNCCN.